Dataset: Catalyst prediction with 721,799 reactions and 888 catalyst types from USPTO. Task: Predict which catalyst facilitates the given reaction. (1) Product: [N+:9]([C:6]1[CH:7]=[CH:8][C:2]2[S:13][C:12]([SH:17])=[N:4][C:3]=2[CH:5]=1)([O-:11])=[O:10]. The catalyst class is: 18. Reactant: F[C:2]1[CH:8]=[CH:7][C:6]([N+:9]([O-:11])=[O:10])=[CH:5][C:3]=1[NH2:4].[C:12](=[S:17])(OCC)[S-:13].[K+].Cl. (2) Reactant: Cl.[Cl:2][C:3]1[CH:8]=[CH:7][C:6]([B:9]2[O:13]C(C)(C)C(C)(C)[O:10]2)=[CH:5][C:4]=1[O:18][CH:19]([F:21])[F:20].O.C(OCC)(=O)C. Product: [Cl:2][C:3]1[CH:8]=[CH:7][C:6]([B:9]([OH:13])[OH:10])=[CH:5][C:4]=1[O:18][CH:19]([F:20])[F:21]. The catalyst class is: 7. (3) Reactant: [F:1][C:2]1[CH:3]=[CH:4][C:5]([N+:18]([O-:20])=O)=[C:6]([C:8]2[C:9]([C:14](OC)=[O:15])=[CH:10][CH:11]=[CH:12][CH:13]=2)[CH:7]=1.[H][H]. Product: [F:1][C:2]1[CH:3]=[CH:4][C:5]2[N:18]([OH:20])[C:14](=[O:15])[C:9]3[C:8](=[CH:13][CH:12]=[CH:11][CH:10]=3)[C:6]=2[CH:7]=1. The catalyst class is: 19. (4) Reactant: [C:1]([O:5][C:6]([NH:8][CH2:9][CH2:10][C:11]1[CH:20]=[CH:19][C:18]([Cl:21])=[CH:17][C:12]=1[CH2:13][N:14]=[N+]=[N-])=[O:7])([CH3:4])([CH3:3])[CH3:2].C1(P(C2C=CC=CC=2)C2C=CC=CC=2)C=CC=CC=1. Product: [C:1]([O:5][C:6]([NH:8][CH2:9][CH2:10][C:11]1[CH:20]=[CH:19][C:18]([Cl:21])=[CH:17][C:12]=1[CH2:13][NH2:14])=[O:7])([CH3:4])([CH3:2])[CH3:3]. The catalyst class is: 1. (5) Reactant: [Cl:1][C:2]1[CH:3]=[C:4]([C:8]2[C:13]([C:14]([NH:16][CH2:17][CH2:18][CH2:19][C:20]3[CH:25]=[CH:24][CH:23]=[CH:22][CH:21]=3)=[O:15])=[C:12]([CH3:26])[N:11]=[C:10](SC)[N:9]=2)[CH:5]=[CH:6][CH:7]=1.ClC1C=CC=C(C(OO)=O)C=1.S(=O)(O)[O-].[Na+].[NH:45]1[CH2:50][CH2:49][CH2:48][CH2:47][CH2:46]1. Product: [Cl:1][C:2]1[CH:3]=[C:4]([C:8]2[C:13]([C:14]([NH:16][CH2:17][CH2:18][CH2:19][C:20]3[CH:25]=[CH:24][CH:23]=[CH:22][CH:21]=3)=[O:15])=[C:12]([CH3:26])[N:11]=[C:10]([N:45]3[CH2:50][CH2:49][CH2:48][CH2:47][CH2:46]3)[N:9]=2)[CH:5]=[CH:6][CH:7]=1. The catalyst class is: 4. (6) Reactant: CC([Si](C)(C)[O:6][C:7]1[CH:16]=[CH:15][C:14]2[C:9](=[CH:10][C:11]([I:17])=[CH:12][CH:13]=2)[CH:8]=1)(C)C.[F-].C([N+](CCCC)(CCCC)CCCC)CCC. Product: [I:17][C:11]1[CH:10]=[C:9]2[C:14]([CH:15]=[CH:16][C:7]([OH:6])=[CH:8]2)=[CH:13][CH:12]=1. The catalyst class is: 355. (7) Reactant: CCN(C(C)C)C(C)C.[CH3:10][O:11][C:12]1[CH:13]=[CH:14][CH:15]=[C:16]2[C:21]=1[O:20][C:19](=[O:22])[C:18]([C:23]([OH:25])=O)=[CH:17]2.CN(C(ON1N=NC2C=CC=NC1=2)=[N+](C)C)C.F[P-](F)(F)(F)(F)F.[CH3:50][O:51][C:52]1[CH:57]=[CH:56][C:55]([C:58]2[CH:63]=[CH:62][CH:61]=[C:60]([NH2:64])[CH:59]=2)=[CH:54][CH:53]=1. Product: [CH3:50][O:51][C:52]1[CH:53]=[CH:54][C:55]([C:58]2[CH:63]=[CH:62][CH:61]=[C:60]([NH:64][C:23]([C:18]3[C:19](=[O:22])[O:20][C:21]4[C:16]([CH:17]=3)=[CH:15][CH:14]=[CH:13][C:12]=4[O:11][CH3:10])=[O:25])[CH:59]=2)=[CH:56][CH:57]=1. The catalyst class is: 3. (8) Reactant: [C:1]1([NH:7][C:8](=[O:41])[NH:9][C:10]2[CH:15]=[CH:14][C:13]([NH:16][C:17]3[C:18]4[N:19]([CH:38]=[CH:39][N:40]=4)[N:20]=[C:21]([NH:23][C@H:24]4[CH2:29][CH2:28][C@H:27]([NH:30]C(=O)OC(C)(C)C)[CH2:26][CH2:25]4)[CH:22]=3)=[CH:12][CH:11]=2)[CH:6]=[CH:5][CH:4]=[CH:3][CH:2]=1.Cl. Product: [NH2:30][C@H:27]1[CH2:26][CH2:25][C@H:24]([NH:23][C:21]2[CH:22]=[C:17]([NH:16][C:13]3[CH:12]=[CH:11][C:10]([NH:9][C:8]([NH:7][C:1]4[CH:2]=[CH:3][CH:4]=[CH:5][CH:6]=4)=[O:41])=[CH:15][CH:14]=3)[C:18]3[N:19]([CH:38]=[CH:39][N:40]=3)[N:20]=2)[CH2:29][CH2:28]1. The catalyst class is: 12.